Dataset: Reaction yield outcomes from USPTO patents with 853,638 reactions. Task: Predict the reaction yield, written as a fraction of the theoretical maximum amount of product (1.0 means a 100% yield; for example, 0.34 means a 34% yield). (1) The reactants are [Cl:1][C:2]1[C:10]([F:11])=[CH:9][CH:8]=[C:7]2[C:3]=1[C:4]([NH2:12])=[N:5][NH:6]2.CC1(C)OC(=O)[CH:17]([C:21]([CH:23]2[CH2:28][CH2:27][N:26]([C:29]([O:31][C:32]([CH3:35])([CH3:34])[CH3:33])=[O:30])[CH2:25][CH2:24]2)=O)[C:16](=O)[O:15]1.P([O-])([O-])([O-])=O.[K+].[K+].[K+]. The catalyst is C(#N)C. The product is [Cl:1][C:2]1[C:3]2[C:7]([CH:8]=[CH:9][C:10]=1[F:11])=[N:6][N:5]1[C:21]([CH:23]3[CH2:28][CH2:27][N:26]([C:29]([O:31][C:32]([CH3:35])([CH3:34])[CH3:33])=[O:30])[CH2:25][CH2:24]3)=[CH:17][C:16](=[O:15])[NH:12][C:4]=21. The yield is 0.700. (2) The reactants are [CH3:1][O:2][C@@H:3]1[CH2:7][CH2:6][N:5]([C:8]([C:10]2[S:18][C:17]3[C:12](=[N:13][CH:14]=[CH:15][C:16]=3[O:19][C:20]3[CH:21]=[CH:22][C:23]4[C:27]([C:28]([O:30]C)=[O:29])=[C:26]([CH3:32])[S:25][C:24]=4[CH:33]=3)[CH:11]=2)=[O:9])[CH2:4]1.COC1C=CC2C=C(C)SC=2C=1.O[Li].O.Cl. The catalyst is C1COCC1.CO.O.O. The product is [CH3:1][O:2][C@@H:3]1[CH2:7][CH2:6][N:5]([C:8]([C:10]2[S:18][C:17]3[C:12](=[N:13][CH:14]=[CH:15][C:16]=3[O:19][C:20]3[CH:21]=[CH:22][C:23]4[C:27]([C:28]([OH:30])=[O:29])=[C:26]([CH3:32])[S:25][C:24]=4[CH:33]=3)[CH:11]=2)=[O:9])[CH2:4]1. The yield is 0.450. (3) The reactants are [Cl:1][C:2]1[S:6][C:5]([C:7]([OH:9])=O)=[CH:4][C:3]=1[C:10]1[N:14]([CH3:15])[N:13]=[CH:12][C:11]=1[Cl:16].C(N(CC)C(C)C)(C)C.[NH2:26][C@@H:27]([CH2:40][CH:41]1[CH2:46][CH2:45][CH2:44][CH2:43][CH2:42]1)[CH2:28][N:29]1[C:37](=[O:38])[C:36]2[C:31](=[CH:32][CH:33]=[CH:34][CH:35]=2)[C:30]1=[O:39].CC(OC(N[C@H](C(O)=O)CC1C=CC=CC=1C(F)(F)F)=O)(C)C.F[P-](F)(F)(F)(F)F.Br[P+](N1CCCC1)(N1CCCC1)N1CCCC1. The catalyst is C(Cl)Cl. The product is [Cl:1][C:2]1[S:6][C:5]([C:7]([NH:26][C@H:27]([CH2:28][N:29]2[C:37](=[O:38])[C:36]3[C:31](=[CH:32][CH:33]=[CH:34][CH:35]=3)[C:30]2=[O:39])[CH2:40][CH:41]2[CH2:46][CH2:45][CH2:44][CH2:43][CH2:42]2)=[O:9])=[CH:4][C:3]=1[C:10]1[N:14]([CH3:15])[N:13]=[CH:12][C:11]=1[Cl:16]. The yield is 0.710. (4) The reactants are C([O:5][C:6](=[O:18])[CH2:7][NH:8][C:9]([C:11]1[C:16]([OH:17])=[CH:15][CH:14]=[CH:13][N:12]=1)=[O:10])(C)(C)C.C(O)(C(F)(F)F)=O. The catalyst is C(Cl)Cl. The product is [OH:17][C:16]1[C:11]([C:9]([NH:8][CH2:7][C:6]([OH:18])=[O:5])=[O:10])=[N:12][CH:13]=[CH:14][CH:15]=1. The yield is 0.990. (5) The reactants are C([Sn]([C:14]1[S:15][CH:16]=[CH:17][CH:18]=1)(CCCC)CCCC)CCC.[Cl:19][C:20]1[N:21]=[N:22][C:23](Cl)=[CH:24][CH:25]=1. The catalyst is CN(C=O)C.C1C=CC([P]([Pd]([P](C2C=CC=CC=2)(C2C=CC=CC=2)C2C=CC=CC=2)([P](C2C=CC=CC=2)(C2C=CC=CC=2)C2C=CC=CC=2)[P](C2C=CC=CC=2)(C2C=CC=CC=2)C2C=CC=CC=2)(C2C=CC=CC=2)C2C=CC=CC=2)=CC=1. The product is [S:15]1[CH:16]=[CH:17][CH:18]=[C:14]1[C:23]1[N:22]=[N:21][C:20]([Cl:19])=[CH:25][CH:24]=1. The yield is 0.473. (6) The reactants are CC1C(=[O:8])[C@@H](O)CC(C)(C)C=1/C=C/C(/C)=C/C=C/C(/C)=C/C=C/C=C(\C)/C=C/C=C(\C)/C=C/C1C(C)(C)C[C@H](O)C(=O)C=1C.CCN(C(C)C)C(C)C.Cl[C:55]([O:57]C(Cl)C(Cl)(Cl)Cl)=[O:56].[CH2:64]([OH:75])[C@H:65]([C@H:67]([C@@H:69]([C@@H:71]([CH2:73][OH:74])[OH:72])[OH:70])[OH:68])[OH:66]. The catalyst is C(Cl)Cl.CN(C1C=CN=CC=1)C.CN(C=O)C. The product is [C:55](=[O:56])([OH:8])[OH:57].[CH2:73]([OH:74])[C@H:71]([C@H:69]([C@@H:67]([C@@H:65]([CH2:64][OH:75])[OH:66])[OH:68])[OH:70])[OH:72]. The yield is 0.102.